From a dataset of Catalyst prediction with 721,799 reactions and 888 catalyst types from USPTO. Predict which catalyst facilitates the given reaction. (1) Product: [C:45]([N:35]1[CH2:36][CH2:37][N:38]([C:2]2[CH:3]=[C:4]3[C:9]([NH:10][C@@H:11]4[CH2:22][C@@H:14]5[CH2:15][N:16]([S:18]([CH3:21])(=[O:20])=[O:19])[CH2:17][C@@H:13]5[C@H:12]4[CH3:23])=[C:8]([C:24]([NH2:26])=[O:25])[CH:7]=[N:6][N:5]3[CH:27]=2)[C:28]1=[O:31])(=[O:40])[CH3:44]. Reactant: Br[C:2]1[CH:3]=[C:4]2[C:9]([NH:10][C@@H:11]3[CH2:22][C@@H:14]4[CH2:15][N:16]([S:18]([CH3:21])(=[O:20])=[O:19])[CH2:17][C@@H:13]4[C@H:12]3[CH3:23])=[C:8]([C:24]([NH2:26])=[O:25])[CH:7]=[N:6][N:5]2[CH:27]=1.[C:28](=[O:31])([O-])[O-].[K+].[K+].C[N:35](C)[CH2:36][CH2:37][NH2:38].[O:40]1[CH2:45][CH2:44]OCC1. The catalyst class is: 205. (2) The catalyst class is: 51. Product: [NH:28]1[C:29]2[C:25](=[CH:24][CH:23]=[C:22]([NH:21][C:4]3[C:5]4[CH:10]=[CH:9][N:8]([S:11]([C:14]5[CH:20]=[CH:19][C:17]([CH3:18])=[CH:16][CH:15]=5)(=[O:13])=[O:12])[C:6]=4[N:7]=[C:2]([NH:31][C:32]4[CH:40]=[CH:39][C:35]([C:36]([NH2:38])=[O:37])=[CH:34][CH:33]=4)[N:3]=3)[CH:30]=2)[CH:26]=[N:27]1. Reactant: Cl[C:2]1[N:3]=[C:4]([NH:21][C:22]2[CH:30]=[C:29]3[C:25]([CH:26]=[N:27][NH:28]3)=[CH:24][CH:23]=2)[C:5]2[CH:10]=[CH:9][N:8]([S:11]([C:14]3[CH:20]=[CH:19][C:17]([CH3:18])=[CH:16][CH:15]=3)(=[O:13])=[O:12])[C:6]=2[N:7]=1.[NH2:31][C:32]1[CH:40]=[CH:39][C:35]([C:36]([NH2:38])=[O:37])=[CH:34][CH:33]=1.C[Si](Cl)(C)C. (3) Reactant: [NH2:1][C:2]1[CH:6]=[C:5]([C:7]([CH3:10])([CH3:9])[CH3:8])[O:4][N:3]=1.C1(C)C=CC=CC=1.Cl[C:19](Cl)([O:21]C(=O)OC(Cl)(Cl)Cl)Cl.[N:30]1([CH2:36][CH2:37][O:38][C:39]2[CH:57]=[CH:56][C:42]3[N:43]4[CH:48]=[C:47]([C:49]5[CH:54]=[CH:53][C:52]([NH2:55])=[CH:51][CH:50]=5)[N:46]=[C:44]4[S:45][C:41]=3[CH:40]=2)[CH2:35][CH2:34][O:33][CH2:32][CH2:31]1. Product: [C:7]([C:5]1[O:4][N:3]=[C:2]([NH:1][C:19]([NH:55][C:52]2[CH:51]=[CH:50][C:49]([C:47]3[N:46]=[C:44]4[N:43]([CH:48]=3)[C:42]3[CH:56]=[CH:57][C:39]([O:38][CH2:37][CH2:36][N:30]5[CH2:31][CH2:32][O:33][CH2:34][CH2:35]5)=[CH:40][C:41]=3[S:45]4)=[CH:54][CH:53]=2)=[O:21])[CH:6]=1)([CH3:10])([CH3:9])[CH3:8]. The catalyst class is: 347. (4) Reactant: C(OC([N:8]1[CH2:13][CH2:12][CH:11]([NH:14][C:15](=[O:45])[C:16]2[CH:21]=[CH:20][C:19]([NH:22][C:23]3[N:24]=[CH:25][C:26]4[N:32]([CH3:33])[C:31](=[O:34])[C:30]([F:36])([F:35])[CH2:29][N:28]([CH:37]5[CH2:41][CH2:40][CH2:39][CH2:38]5)[C:27]=4[N:42]=3)=[C:18]([O:43][CH3:44])[CH:17]=2)[CH:10]([O:46][CH3:47])[CH2:9]1)=O)(C)(C)C.FC(F)(F)C(O)=O.ClCCl. Product: [CH:37]1([N:28]2[CH2:29][C:30]([F:35])([F:36])[C:31](=[O:34])[N:32]([CH3:33])[C:26]3[CH:25]=[N:24][C:23]([NH:22][C:19]4[CH:20]=[CH:21][C:16]([C:15]([NH:14][CH:11]5[CH2:12][CH2:13][NH:8][CH2:9][CH:10]5[O:46][CH3:47])=[O:45])=[CH:17][C:18]=4[O:43][CH3:44])=[N:42][C:27]2=3)[CH2:41][CH2:40][CH2:39][CH2:38]1. The catalyst class is: 4. (5) Reactant: [NH2:1][C:2]1[CH:6]=[C:5]([CH3:7])[S:4][C:3]=1[C:8]#[N:9].[S:10](Cl)(=[O:13])(=O)[NH2:11].[OH-:15].[Na+].Cl. Product: [CH3:7][C:5]1[S:4][C:3]2[C:8]([NH2:9])=[N:11][S:10](=[O:13])(=[O:15])[NH:1][C:2]=2[CH:6]=1. The catalyst class is: 287. (6) The catalyst class is: 2. Product: [Br:1][C:2]1[CH:3]=[C:4]([C:11]([C:14]2[CH:15]=[C:16]([OH:20])[CH:17]=[CH:18][CH:19]=2)([CH3:13])[CH3:12])[CH:5]=[C:6]([N+:8]([O-:10])=[O:9])[CH:7]=1. Reactant: [Br:1][C:2]1[CH:7]=[C:6]([N+:8]([O-:10])=[O:9])[CH:5]=[C:4]([C:11]([C:14]2[CH:19]=[CH:18][CH:17]=[C:16]([O:20]C)[CH:15]=2)([CH3:13])[CH3:12])[CH:3]=1.B(Br)(Br)Br.O.